This data is from Forward reaction prediction with 1.9M reactions from USPTO patents (1976-2016). The task is: Predict the product of the given reaction. (1) Given the reactants [Cl:1][C:2]1[CH:7]=[CH:6][C:5]([C@@:8]2(OC)[C@H:13]([OH:14])[C@@H:12]([OH:15])[C@H:11]([OH:16])[C:10]([CH2:19][OH:20])([CH2:17][OH:18])[O:9]2)=[CH:4][C:3]=1[CH2:23][O:24][C:25]1[CH:30]=[CH:29][CH:28]=[CH:27][CH:26]=1.C(O)(C(F)(F)F)=O, predict the reaction product. The product is: [Cl:1][C:2]1[CH:7]=[CH:6][C:5]([C@@:8]23[O:9][C@@:10]([CH2:19][OH:20])([CH2:17][O:18]2)[C@@H:11]([OH:16])[C@H:12]([OH:15])[C@H:13]3[OH:14])=[CH:4][C:3]=1[CH2:23][O:24][C:25]1[CH:26]=[CH:27][CH:28]=[CH:29][CH:30]=1. (2) Given the reactants Cl[C:2]1[C:7]([CH:8]([CH2:13][CH2:14][CH3:15])[C:9]([O:11][CH3:12])=[O:10])=[C:6]([CH3:16])[N:5]=[C:4]([C:17]2[CH:22]=[CH:21][CH:20]=[CH:19][CH:18]=2)[N:3]=1.C(N(CC)C(C)C)(C)C.[F:32][C:33]1[CH:38]=[C:37]([CH3:39])[CH:36]=[CH:35][C:34]=1B(O)O, predict the reaction product. The product is: [F:32][C:33]1[CH:38]=[C:37]([CH3:39])[CH:36]=[CH:35][C:34]=1[C:2]1[C:7]([CH:8]([CH2:13][CH2:14][CH3:15])[C:9]([O:11][CH3:12])=[O:10])=[C:6]([CH3:16])[N:5]=[C:4]([C:17]2[CH:22]=[CH:21][CH:20]=[CH:19][CH:18]=2)[N:3]=1. (3) Given the reactants C(OC)(OC)OC.[N-:8]=[N+:9]=[N-:10].[Na+].[C:12](O)(=O)C.[NH2:16][C:17]1[CH:26]=[C:25]2[C:20]([CH:21]=[C:22]([C:28]3[CH:33]=[CH:32][CH:31]=[CH:30][C:29]=3[C:34]([F:37])([F:36])[F:35])[NH:23][C:24]2=[O:27])=[CH:19][CH:18]=1, predict the reaction product. The product is: [N:16]1([C:17]2[CH:26]=[C:25]3[C:20]([CH:21]=[C:22]([C:28]4[CH:33]=[CH:32][CH:31]=[CH:30][C:29]=4[C:34]([F:37])([F:35])[F:36])[NH:23][C:24]3=[O:27])=[CH:19][CH:18]=2)[CH:12]=[N:10][N:9]=[N:8]1. (4) Given the reactants Cl[C:2]1[N:7]=[N:6][C:5]([C:8]([NH2:10])=[O:9])=[C:4]([NH:11][C:12]2[CH:17]=[CH:16][CH:15]=[C:14]([CH:18]3[CH2:20][CH2:19]3)[N:13]=2)[CH:3]=1.C(O)(=[O:23])C.C([O-])(=O)C.[Na+].O, predict the reaction product. The product is: [CH:18]1([C:14]2[N:13]=[C:12]([NH:11][C:4]3[C:5]([C:8]([NH2:10])=[O:9])=[N:6][NH:7][C:2](=[O:23])[CH:3]=3)[CH:17]=[CH:16][CH:15]=2)[CH2:20][CH2:19]1. (5) Given the reactants [NH2:1][C:2]1[CH:7]=[N:6][C:5]([C:8]2[CH:13]=[CH:12][C:11]([O:14][CH3:15])=[CH:10][CH:9]=2)=[CH:4][N:3]=1.N1C=CC=CC=1.[Br:22]Br, predict the reaction product. The product is: [NH2:1][C:2]1[C:7]([Br:22])=[N:6][C:5]([C:8]2[CH:13]=[CH:12][C:11]([O:14][CH3:15])=[CH:10][CH:9]=2)=[CH:4][N:3]=1. (6) Given the reactants [CH2:1](OC1C(OCCCCCC)=CSC=1)[CH2:2]CCCC.S1C=C[CH:22]=[CH:21]1.S(=O)(=O)(O)O.[C:30]([OH:38])(=[S:37])[CH2:31][O:32][CH2:33][C:34]([OH:36])=[O:35], predict the reaction product. The product is: [CH2:1]([O:38][C:30](=[S:37])[CH2:31][O:32][CH2:33][C:34]([O:36][CH2:21][CH3:22])=[O:35])[CH3:2].